The task is: Predict the product of the given reaction.. This data is from Forward reaction prediction with 1.9M reactions from USPTO patents (1976-2016). (1) Given the reactants [H-].[Na+].[Br:3][C:4]1[CH:9]=[N:8][CH:7]=[C:6]2[NH:10][CH:11]=[CH:12][C:5]=12.[C:13]1([S:19](Cl)(=[O:21])=[O:20])[CH:18]=[CH:17][CH:16]=[CH:15][CH:14]=1, predict the reaction product. The product is: [Br:3][C:4]1[CH:9]=[N:8][CH:7]=[C:6]2[N:10]([S:19]([C:13]3[CH:18]=[CH:17][CH:16]=[CH:15][CH:14]=3)(=[O:21])=[O:20])[CH:11]=[CH:12][C:5]=12. (2) Given the reactants [CH:1]([C:3]1[CH:4]=[C:5]2[C:9](=[CH:10][CH:11]=1)[NH:8][CH:7]=[CH:6]2)=[O:2].[C:12]([O:16][C:17](=O)[O:18]C(C)(C)C)([CH3:15])([CH3:14])[CH3:13], predict the reaction product. The product is: [C:12]([O:16][C:17]([N:8]1[C:9]2[C:5](=[CH:4][C:3]([CH:1]=[O:2])=[CH:11][CH:10]=2)[CH:6]=[CH:7]1)=[O:18])([CH3:15])([CH3:14])[CH3:13]. (3) Given the reactants Br[C:2]1[C:3]2[C:8]([C:9]([C:16]3[CH:25]=[CH:24][C:23]4[C:18](=[CH:19][CH:20]=[CH:21][CH:22]=4)[CH:17]=3)=[C:10]3[C:15]=1[CH:14]=[CH:13][CH:12]=[CH:11]3)=[CH:7][CH:6]=[CH:5][CH:4]=2.[C:26]1(B(O)O)[CH:31]=[CH:30][C:29](B(O)O)=[CH:28][CH:27]=1, predict the reaction product. The product is: [CH:19]1[C:20]2=[C:21]3[C:12](=[CH:13][CH:14]=[C:15]2[C:2]([C:3]2[CH:4]=[CH:5][C:6]([C:27]4[C:28]5=[CH:12][CH:11]=[C:10]6[C:15]([CH:2]=[C:3]7[C:8]([CH:7]=[CH:6][CH:5]=[CH:4]7)=[CH:9]6)=[C:29]5[CH:30]=[CH:31][CH:26]=4)=[CH:7][CH:8]=2)=[CH:17][CH:18]=1)[CH:11]=[C:10]1[C:23]([CH:24]=[CH:25][CH:16]=[CH:9]1)=[CH:22]3. (4) Given the reactants [Br:1][C:2]1[CH:3]=[C:4]([CH:8]=[CH:9][CH:10]=1)[C:5](Cl)=O.[C:11]1([C:19]2[CH:24]=[CH:23][CH:22]=[CH:21][CH:20]=2)[CH:16]=[CH:15][C:14]([C:17]#[N:18])=[CH:13][CH:12]=1.[Sb](Cl)(Cl)(Cl)(Cl)Cl.[NH3:31], predict the reaction product. The product is: [C:11]1([C:19]2[CH:20]=[CH:21][CH:22]=[CH:23][CH:24]=2)[CH:12]=[CH:13][C:14]([C:17]2[N:18]=[C:17]([C:14]3[CH:15]=[CH:16][C:11]([C:19]4[CH:20]=[CH:21][CH:22]=[CH:23][CH:24]=4)=[CH:12][CH:13]=3)[N:31]=[C:5]([C:4]3[CH:8]=[CH:9][CH:10]=[C:2]([Br:1])[CH:3]=3)[N:18]=2)=[CH:15][CH:16]=1. (5) Given the reactants [Cl-].[Al+3].[Cl-].[Cl-].[F:5][C:6]1[CH:7]=[C:8]([CH:11]=[C:12]([O:15]C)[C:13]=1[OH:14])[CH:9]=[O:10].N1C=CC=CC=1.Cl, predict the reaction product. The product is: [F:5][C:6]1[CH:7]=[C:8]([CH:11]=[C:12]([OH:15])[C:13]=1[OH:14])[CH:9]=[O:10]. (6) Given the reactants [NH2:1][C:2]1[C:9]([NH2:10])=[CH:8][CH:7]=[C:6]([N:11]2[CH2:16][CH2:15][CH2:14][CH:13]([C:17]([F:20])([F:19])[F:18])[CH2:12]2)[C:3]=1[C:4]#[N:5].[Cl:21][C:22]1[CH:38]=[CH:37][C:25]([CH2:26][NH:27][C:28]([C:30]2([C:33]([F:36])([F:35])[F:34])[CH2:32][CH2:31]2)=[O:29])=[CH:24][C:23]=1[N:39]=[C:40]=S.C(Cl)CCl, predict the reaction product. The product is: [Cl:21][C:22]1[CH:38]=[CH:37][C:25]([CH2:26][NH:27][C:28]([C:30]2([C:33]([F:36])([F:35])[F:34])[CH2:31][CH2:32]2)=[O:29])=[CH:24][C:23]=1[NH:39][C:40]1[NH:10][C:9]2[CH:8]=[CH:7][C:6]([N:11]3[CH2:16][CH2:15][CH2:14][CH:13]([C:17]([F:20])([F:18])[F:19])[CH2:12]3)=[C:3]([C:4]#[N:5])[C:2]=2[N:1]=1. (7) Given the reactants [CH3:1][C:2]1[C:3](=[O:10])[CH:4]=[C:5]([CH3:9])[C:6](=[O:8])[CH:7]=1.S(S([O-])=O)([O-])=O.[Na+].[Na+], predict the reaction product. The product is: [OH:8][C:6]1[C:5]([CH3:9])=[C:4]2[C:3](=[C:2]([CH3:1])[CH:7]=1)[O:10][C:6](=[O:8])[CH2:7][C:2]2([CH3:3])[CH3:1]. (8) Given the reactants [NH2:1][C:2]1[CH:7]=[CH:6][C:5]([C:8]([F:11])([F:10])[F:9])=[CH:4][C:3]=1[C:12]([C:14]1[CH:19]=[CH:18][CH:17]=[CH:16][CH:15]=1)=O.[CH:20]1([C:25](=O)[CH2:26][C:27]#[N:28])[CH2:24][CH2:23][CH2:22][CH2:21]1, predict the reaction product. The product is: [CH:20]1([C:25]2[C:26]([C:27]#[N:28])=[C:12]([C:14]3[CH:19]=[CH:18][CH:17]=[CH:16][CH:15]=3)[C:3]3[C:2](=[CH:7][CH:6]=[C:5]([C:8]([F:11])([F:10])[F:9])[CH:4]=3)[N:1]=2)[CH2:24][CH2:23][CH2:22][CH2:21]1.